Task: Predict which catalyst facilitates the given reaction.. Dataset: Catalyst prediction with 721,799 reactions and 888 catalyst types from USPTO (1) Reactant: [C:1]([O:5][C:6](=[O:18])[C@@H:7]([N:10]1[CH:15]=[CH:14][CH:13]=[C:12]([NH2:16])[C:11]1=[O:17])[CH2:8][CH3:9])([CH3:4])([CH3:3])[CH3:2].C(N(CC)CC)C.[C:26](OC(=O)C)(=[O:28])[CH3:27]. Product: [C:1]([O:5][C:6](=[O:18])[C@@H:7]([N:10]1[CH:15]=[CH:14][CH:13]=[C:12]([NH:16][C:26](=[O:28])[CH3:27])[C:11]1=[O:17])[CH2:8][CH3:9])([CH3:2])([CH3:3])[CH3:4]. The catalyst class is: 4. (2) The catalyst class is: 9. Product: [CH3:1][O:2][C:3]1[CH:14]=[CH:13][C:6]([CH2:7][C:8]([CH2:18][CH2:19][C:20]([F:23])([F:22])[F:21])([C:11]#[N:12])[C:9]#[N:10])=[CH:5][CH:4]=1. Reactant: [CH3:1][O:2][C:3]1[CH:14]=[CH:13][C:6]([CH2:7][CH:8]([C:11]#[N:12])[C:9]#[N:10])=[CH:5][CH:4]=1.[H-].[Na+].Br[CH2:18][CH2:19][C:20]([F:23])([F:22])[F:21]. (3) Reactant: [O:1]=[C:2]1[C:11]2[C:6](=[CH:7][CH:8]=[C:9]([C:12]#[C:13][CH2:14][C:15]3[CH:20]=[CH:19][CH:18]=[CH:17][CH:16]=3)[CH:10]=2)[N:5]=[CH:4][N:3]1[CH2:21][C:22]1[CH:31]=[CH:30][C:25]([C:26]([O:28]C)=[O:27])=[CH:24][CH:23]=1.O.[Li+].[OH-].Cl. Product: [O:1]=[C:2]1[C:11]2[C:6](=[CH:7][CH:8]=[C:9]([CH:12]=[C:13]=[CH:14][C:15]3[CH:20]=[CH:19][CH:18]=[CH:17][CH:16]=3)[CH:10]=2)[N:5]=[CH:4][N:3]1[CH2:21][C:22]1[CH:23]=[CH:24][C:25]([C:26]([OH:28])=[O:27])=[CH:30][CH:31]=1. The catalyst class is: 49.